This data is from Forward reaction prediction with 1.9M reactions from USPTO patents (1976-2016). The task is: Predict the product of the given reaction. (1) Given the reactants Br[CH2:2][C:3]1[CH:8]=[CH:7][C:6]([C:9]([CH3:15])([CH3:14])[C:10]([O:12][CH3:13])=[O:11])=[CH:5][CH:4]=1.[B:16]1([B:16]2[O:20][C:19]([CH3:22])([CH3:21])[C:18]([CH3:24])([CH3:23])[O:17]2)[O:20][C:19]([CH3:22])([CH3:21])[C:18]([CH3:24])([CH3:23])[O:17]1.[C:34]([O-])([O-])=O.[K+].[K+].O1CCOCC1, predict the reaction product. The product is: [CH3:14][C:9]([C:6]1[CH:7]=[CH:8][C:3]([CH2:2][B:16]2[O:20][C:19]([CH3:22])([CH3:21])[C:18]([CH3:24])([CH3:23])[O:17]2)=[CH:4][CH:5]=1)([CH3:15])[C:10]([O:12][CH2:13][CH3:34])=[O:11]. (2) Given the reactants [H-].[Na+].[OH:3][CH:4]1[CH2:9][CH2:8][N:7]([C:10]([O:12][C:13]([CH3:16])([CH3:15])[CH3:14])=[O:11])[CH2:6][CH2:5]1.F[C:18]1[CH:19]=[C:20]([C:40]2[CH:45]=[CH:44][CH:43]=[CH:42][CH:41]=2)[C:21]([C:24]([NH:26][C:27]2[CH:39]=[CH:38][C:30]([C:31]([O:33][C:34]([CH3:37])([CH3:36])[CH3:35])=[O:32])=[CH:29][CH:28]=2)=[O:25])=[N:22][CH:23]=1.[OH-].[Na+], predict the reaction product. The product is: [C:34]([O:33][C:31]([C:30]1[CH:29]=[CH:28][C:27]([NH:26][C:24]([C:21]2[N:22]=[CH:23][C:18]([O:3][CH:4]3[CH2:5][CH2:6][N:7]([C:10]([O:12][C:13]([CH3:16])([CH3:15])[CH3:14])=[O:11])[CH2:8][CH2:9]3)=[CH:19][C:20]=2[C:40]2[CH:45]=[CH:44][CH:43]=[CH:42][CH:41]=2)=[O:25])=[CH:39][CH:38]=1)=[O:32])([CH3:37])([CH3:35])[CH3:36]. (3) The product is: [NH2:28][C:19]1[C:18]2[N:17]=[C:16]([CH2:29][CH2:30][CH3:31])[N:15]([CH2:14][CH2:13][CH2:12][CH2:11][N:10]([O:9][CH3:8])[C:32](=[O:39])[C:33]3[CH:38]=[CH:37][CH:36]=[CH:35][CH:34]=3)[C:27]=2[C:26]2[N:25]=[CH:24][CH:23]=[CH:22][C:21]=2[N:20]=1. Given the reactants C(N(CC)CC)C.[CH3:8][O:9][NH:10][CH2:11][CH2:12][CH2:13][CH2:14][N:15]1[C:27]2[C:26]3[N:25]=[CH:24][CH:23]=[CH:22][C:21]=3[N:20]=[C:19]([NH2:28])[C:18]=2[N:17]=[C:16]1[CH2:29][CH2:30][CH3:31].[C:32](Cl)(=[O:39])[C:33]1[CH:38]=[CH:37][CH:36]=[CH:35][CH:34]=1, predict the reaction product. (4) Given the reactants I[C:2]1[S:3][CH:4]=[CH:5][C:6]=1[NH:7][CH:8]=[O:9].[C:10]([Si:12]([CH3:15])([CH3:14])[CH3:13])#[CH:11], predict the reaction product. The product is: [CH3:13][Si:12]([C:10]#[C:11][C:2]1[S:3][CH:4]=[CH:5][C:6]=1[NH:7][CH:8]=[O:9])([CH3:15])[CH3:14]. (5) Given the reactants Br[C:2]1[CH:7]=[CH:6][CH:5]=[CH:4][C:3]=1[C:8]1[CH:13]=[CH:12][CH:11]=[CH:10][C:9]=1Br.C([Li])CCC.[P:20](Cl)(Cl)[Cl:21], predict the reaction product. The product is: [Cl:21][P:20]1[C:9]2[CH:10]=[CH:11][CH:12]=[CH:13][C:8]=2[C:3]2[CH:4]=[CH:5][CH:6]=[CH:7][C:2]1=2.